From a dataset of Reaction yield outcomes from USPTO patents with 853,638 reactions. Predict the reaction yield, written as a fraction of the theoretical maximum amount of product (1.0 means a 100% yield; for example, 0.34 means a 34% yield). (1) The reactants are [CH2:1]([O:5][C:6]1[CH:10]=[C:9]([C:11]([O:13][CH3:14])=[O:12])[NH:8][N:7]=1)[CH2:2][CH2:3][CH3:4].[F:15][C:16]([F:26])([F:25])[C:17]1[CH:24]=[CH:23][C:20]([CH2:21]Br)=[CH:19][CH:18]=1.C(=O)([O-])[O-].[K+].[K+].CN(C)C=O. The catalyst is O. The product is [CH2:1]([O:5][C:6]1[CH:10]=[C:9]([C:11]([O:13][CH3:14])=[O:12])[N:8]([CH2:21][C:20]2[CH:19]=[CH:18][C:17]([C:16]([F:15])([F:25])[F:26])=[CH:24][CH:23]=2)[N:7]=1)[CH2:2][CH2:3][CH3:4]. The yield is 0.640. (2) The reactants are [OH-].[Na+].Cl.[NH2:4][CH2:5][C:6]([O:8][CH2:9][CH3:10])=[O:7].[C:11]([O:15][CH2:16][CH3:17])(=[O:14])[CH:12]=[CH2:13]. The catalyst is O. The product is [CH2:16]([O:15][C:11](=[O:14])[CH2:12][CH2:13][NH:4][CH2:5][C:6]([O:8][CH2:9][CH3:10])=[O:7])[CH3:17]. The yield is 0.610. (3) The reactants are [Cl:1][C:2]1[CH:7]=[CH:6][C:5]([NH:8][CH2:9][C:10]2[CH:18]=[CH:17][C:13]([C:14]([OH:16])=[O:15])=[CH:12][CH:11]=2)=[CH:4][CH:3]=1.[S-:19][C:20]#[N:21].[K+]. The catalyst is Cl. The product is [Cl:1][C:2]1[CH:3]=[CH:4][C:5]([N:8]([CH2:9][C:10]2[CH:11]=[CH:12][C:13]([C:14]([OH:16])=[O:15])=[CH:17][CH:18]=2)[C:20]([NH2:21])=[S:19])=[CH:6][CH:7]=1. The yield is 0.700. (4) The reactants are [C:1]([O:5][C:6]([N:8]1[CH2:13][CH2:12][NH:11][CH2:10][CH2:9]1)=[O:7])([CH3:4])([CH3:3])[CH3:2].C(N(CC)CC)C.Br[CH2:22][C:23]1[CH:28]=[CH:27][C:26]([N+:29]([O-:31])=[O:30])=[CH:25][CH:24]=1. The catalyst is CC#N. The product is [C:1]([O:5][C:6]([N:8]1[CH2:13][CH2:12][N:11]([CH2:22][C:23]2[CH:28]=[CH:27][C:26]([N+:29]([O-:31])=[O:30])=[CH:25][CH:24]=2)[CH2:10][CH2:9]1)=[O:7])([CH3:4])([CH3:2])[CH3:3]. The yield is 0.950. (5) The reactants are [CH:1]([CH:3](Cl)[C:4]([O-:6])=[O:5])=O.[C:8]([NH2:16])(=[S:15])[C:9]1[CH:14]=[CH:13][CH:12]=[CH:11][CH:10]=1.[CH3:17][CH2:18]O. No catalyst specified. The product is [CH2:17]([O:6][C:4]([C:3]1[S:15][C:8]([C:9]2[CH:14]=[CH:13][CH:12]=[CH:11][CH:10]=2)=[N:16][CH:1]=1)=[O:5])[CH3:18]. The yield is 0.150. (6) The yield is 0.240. The catalyst is CN(C=O)C. The product is [C:18]([C:20]1[CH:21]=[C:22]([S:27]([NH:30][C:31]2[S:32][CH:33]=[CH:34][N:35]=2)(=[O:29])=[O:28])[CH:23]=[CH:24][C:25]=1[O:17][C:7]1[CH:8]=[N:9][C:10]([C:12]2[CH:16]=[CH:15][O:14][CH:13]=2)=[CH:11][C:6]=1[C:3]1[CH:4]=[CH:5][O:1][CH:2]=1)#[N:19]. The reactants are [O:1]1[CH:5]=[CH:4][C:3]([C:6]2[CH:11]=[C:10]([C:12]3[CH:16]=[CH:15][O:14][CH:13]=3)[N:9]=[CH:8][C:7]=2[OH:17])=[CH:2]1.[C:18]([C:20]1[CH:21]=[C:22]([S:27]([NH:30][C:31]2[S:32][CH:33]=[CH:34][N:35]=2)(=[O:29])=[O:28])[CH:23]=[CH:24][C:25]=1F)#[N:19].C([O-])([O-])=O.[Cs+].[Cs+]. (7) The reactants are [Cl:1][C:2]1[NH:6][N:5]=[C:4]([CH3:7])[CH:3]=1.[OH2:8].[O-:9][Mn](=O)(=O)=O.[K+]. The catalyst is C(O)(C)(C)C. The product is [Cl:1][C:2]1[NH:6][N:5]=[C:4]([C:7]([OH:9])=[O:8])[CH:3]=1. The yield is 0.670.